From a dataset of NCI-60 drug combinations with 297,098 pairs across 59 cell lines. Regression. Given two drug SMILES strings and cell line genomic features, predict the synergy score measuring deviation from expected non-interaction effect. (1) Drug 1: CS(=O)(=O)C1=CC(=C(C=C1)C(=O)NC2=CC(=C(C=C2)Cl)C3=CC=CC=N3)Cl. Drug 2: C1C(C(OC1N2C=NC(=NC2=O)N)CO)O. Cell line: DU-145. Synergy scores: CSS=6.36, Synergy_ZIP=-1.73, Synergy_Bliss=2.44, Synergy_Loewe=-0.985, Synergy_HSA=0.597. (2) Drug 1: C1CC(=O)NC(=O)C1N2CC3=C(C2=O)C=CC=C3N. Drug 2: CC1C(C(CC(O1)OC2CC(OC(C2O)C)OC3=CC4=CC5=C(C(=O)C(C(C5)C(C(=O)C(C(C)O)O)OC)OC6CC(C(C(O6)C)O)OC7CC(C(C(O7)C)O)OC8CC(C(C(O8)C)O)(C)O)C(=C4C(=C3C)O)O)O)O. Cell line: HCT116. Synergy scores: CSS=1.92, Synergy_ZIP=-1.79, Synergy_Bliss=-2.33, Synergy_Loewe=-0.687, Synergy_HSA=-0.669. (3) Drug 1: CC12CCC3C(C1CCC2=O)CC(=C)C4=CC(=O)C=CC34C. Drug 2: N.N.Cl[Pt+2]Cl. Cell line: COLO 205. Synergy scores: CSS=56.1, Synergy_ZIP=5.34, Synergy_Bliss=5.50, Synergy_Loewe=0.0500, Synergy_HSA=0.537.